From a dataset of Catalyst prediction with 721,799 reactions and 888 catalyst types from USPTO. Predict which catalyst facilitates the given reaction. (1) Reactant: [F:1][C:2]1[CH:7]=[CH:6][C:5](B(O)O)=[CH:4][CH:3]=1.Br[C:12]1[S:13][CH:14]=[CH:15][N:16]=1.C([O-])([O-])=O.[Na+].[Na+]. Product: [F:1][C:2]1[CH:7]=[CH:6][C:5]([C:12]2[S:13][CH:14]=[CH:15][N:16]=2)=[CH:4][CH:3]=1. The catalyst class is: 335. (2) Reactant: [Si]([O:8][C@H:9]([C:32]1[CH:41]=[CH:40][C:39]([OH:42])=[C:38]2[C:33]=1[CH:34]=[CH:35][C:36](=[O:43])[NH:37]2)[CH2:10][NH:11][CH2:12][C:13]1([OH:31])[CH2:18][CH2:17][N:16]([CH2:19][CH2:20][O:21][CH2:22][CH2:23][C:24]2[CH:29]=[CH:28][CH:27]=[C:26]([Cl:30])[CH:25]=2)[CH2:15][CH2:14]1)(C(C)(C)C)(C)C.F.F.F.C(N(CC)CC)C. Product: [Cl:30][C:26]1[CH:25]=[C:24]([CH2:23][CH2:22][O:21][CH2:20][CH2:19][N:16]2[CH2:17][CH2:18][C:13]([CH2:12][NH:11][CH2:10][C@@H:9]([C:32]3[CH:41]=[CH:40][C:39]([OH:42])=[C:38]4[C:33]=3[CH:34]=[CH:35][C:36](=[O:43])[NH:37]4)[OH:8])([OH:31])[CH2:14][CH2:15]2)[CH:29]=[CH:28][CH:27]=1. The catalyst class is: 1. (3) Product: [CH3:36][S:37][CH2:38][CH2:39][CH2:40][C:41]([O:1][C@H:2](/[CH:3]=[CH:4]\[C:5]([NH:7][C@@H:8]1[CH2:9][C@H:10]([CH3:34])[C@H:11]([CH2:15]/[CH:16]=[C:17](\[CH3:33])/[CH:18]=[CH:19]/[C@H:20]2[O:21][C@H:22]([CH2:28][C:29]([O:31][CH3:32])=[O:30])[CH2:23][C@:24]3([O:26][CH2:25]3)[CH2:27]2)[O:12][C@@H:13]1[CH3:14])=[O:6])[CH3:35])=[O:42]. Reactant: [OH:1][C@@H:2]([CH3:35])/[CH:3]=[CH:4]\[C:5]([NH:7][C@H:8]1[C@@H:13]([CH3:14])[O:12][C@@H:11]([CH2:15]/[CH:16]=[C:17](\[CH3:33])/[CH:18]=[CH:19]/[C@@H:20]2[CH2:27][C@@:24]3([O:26][CH2:25]3)[CH2:23][C@@H:22]([CH2:28][C:29]([O:31][CH3:32])=[O:30])[O:21]2)[C@@H:10]([CH3:34])[CH2:9]1)=[O:6].[CH3:36][S:37][CH2:38][CH2:39][CH2:40][C:41](O)=[O:42].CC(C)N=C=NC(C)C. The catalyst class is: 764. (4) Reactant: [Cl:1][C:2]1[C:7]([CH2:8][NH:9][CH2:10][C@@H:11]([C:13]2[CH:18]=[CH:17][CH:16]=[CH:15][CH:14]=2)[OH:12])=[CH:6][CH:5]=[C:4]([Cl:19])[N:3]=1.C=O.[C:22](O)(=O)C.C([BH3-])#N.[Na+]. Product: [Cl:1][C:2]1[C:7]([CH2:8][N:9]([CH3:22])[CH2:10][C@@H:11]([C:13]2[CH:14]=[CH:15][CH:16]=[CH:17][CH:18]=2)[OH:12])=[CH:6][CH:5]=[C:4]([Cl:19])[N:3]=1. The catalyst class is: 1. (5) Reactant: Br.[Br:2][CH2:3][CH2:4][NH2:5].C(N(CC)CC)C.[C:13]([C:15]1[CH:20]=[CH:19][C:18]([S:21](Cl)(=[O:23])=[O:22])=[CH:17][CH:16]=1)#[N:14]. Product: [Br:2][CH2:3][CH2:4][NH:5][S:21]([C:18]1[CH:17]=[CH:16][C:15]([C:13]#[N:14])=[CH:20][CH:19]=1)(=[O:23])=[O:22]. The catalyst class is: 4.